Predict the product of the given reaction. From a dataset of Forward reaction prediction with 1.9M reactions from USPTO patents (1976-2016). Given the reactants [NH:1]1[CH2:6][CH2:5][O:4][CH2:3][CH2:2]1.C1(C)C=CC=CC=1.Cl[CH2:15][CH2:16][CH2:17][C:18]#[N:19], predict the reaction product. The product is: [N:1]1([CH2:15][CH2:16][CH2:17][C:18]#[N:19])[CH2:6][CH2:5][O:4][CH2:3][CH2:2]1.